This data is from Forward reaction prediction with 1.9M reactions from USPTO patents (1976-2016). The task is: Predict the product of the given reaction. (1) The product is: [Br:1][C:2]1[CH:3]=[N:4][CH:5]=[CH:6][C:7]=1[O:12][CH2:11][C:10]([F:14])([F:13])[F:9]. Given the reactants [Br:1][C:2]1[CH:3]=[N:4][CH:5]=[CH:6][C:7]=1Cl.[F:9][C:10]([F:14])([F:13])[CH2:11][OH:12].CC(C)([O-])C.[K+], predict the reaction product. (2) Given the reactants [CH:1]1([CH2:4][O:5][C:6]2[N:11]=[C:10]([C:12]([OH:14])=O)[CH:9]=[CH:8][C:7]=2[CH:15]2[CH2:20][CH2:19][O:18][CH2:17][CH2:16]2)[CH2:3][CH2:2]1.[CH3:21][C:22]([CH3:29])([C:24]1[O:25][CH:26]=[CH:27][N:28]=1)[NH2:23], predict the reaction product. The product is: [CH3:21][C:22]([NH:23][C:12]([C:10]1[CH:9]=[CH:8][C:7]([CH:15]2[CH2:20][CH2:19][O:18][CH2:17][CH2:16]2)=[C:6]([O:5][CH2:4][CH:1]2[CH2:2][CH2:3]2)[N:11]=1)=[O:14])([C:24]1[O:25][CH:26]=[CH:27][N:28]=1)[CH3:29].